Task: Predict the reaction yield, written as a fraction of the theoretical maximum amount of product (1.0 means a 100% yield; for example, 0.34 means a 34% yield).. Dataset: Reaction yield outcomes from USPTO patents with 853,638 reactions (1) The reactants are [CH3:1][O:2][C:3]1[C:8]2[N:9]=[C:10]([NH:12][C:13]([C:15]3[S:16][C:17]([CH3:20])=[CH:18][CH:19]=3)=[O:14])[S:11][C:7]=2[C:6]([N:21]2[CH2:26][CH2:25][NH:24][CH2:23][CH2:22]2)=[CH:5][CH:4]=1.[CH:27](O)=O.C=O. The catalyst is CO. The product is [CH3:1][O:2][C:3]1[C:8]2[N:9]=[C:10]([NH:12][C:13]([C:15]3[S:16][C:17]([CH3:20])=[CH:18][CH:19]=3)=[O:14])[S:11][C:7]=2[C:6]([N:21]2[CH2:22][CH2:23][N:24]([CH3:27])[CH2:25][CH2:26]2)=[CH:5][CH:4]=1. The yield is 0.340. (2) The reactants are C(NC1C=CC(C2C=C3C(CN([C@@H](C(C)C)C(OC)=O)C3=O)=CC=2)=CC=1)(=O)C1C=CC=CC=1.[NH2:34][C:35]1[CH:40]=[CH:39][C:38]([C:41]2[CH:49]=[C:48]3[C:44]([CH2:45][N:46]([CH:51]4[CH2:56][CH2:55][CH2:54][CH:53]([C:57]([O:59][CH3:60])=[O:58])[CH2:52]4)[C:47]3=[O:50])=[CH:43][CH:42]=2)=[CH:37][CH:36]=1.[F:61][C:62]([F:73])([F:72])[C:63]1[CH:71]=[CH:70][C:66]([C:67](Cl)=[O:68])=[CH:65][CH:64]=1. No catalyst specified. The product is [O:50]=[C:47]1[C:48]2[C:44](=[CH:43][CH:42]=[C:41]([C:38]3[CH:37]=[CH:36][C:35]([NH:34][C:67](=[O:68])[C:66]4[CH:70]=[CH:71][C:63]([C:62]([F:61])([F:72])[F:73])=[CH:64][CH:65]=4)=[CH:40][CH:39]=3)[CH:49]=2)[CH2:45][N:46]1[CH:51]1[CH2:56][CH2:55][CH2:54][CH:53]([C:57]([O:59][CH3:60])=[O:58])[CH2:52]1. The yield is 0.820. (3) The reactants are [F:1][C:2]([F:20])([F:19])[C:3]1[CH:4]=[C:5]([C:13]([CH3:18])([CH3:17])[C:14](Cl)=[O:15])[CH:6]=[C:7]([C:9]([F:12])([F:11])[F:10])[CH:8]=1.[CH2:21]([N:28]1[CH2:32][C@@H:31]([C:33]2[CH:38]=[CH:37][C:36]([F:39])=[CH:35][C:34]=2[CH3:40])[C@H:30]([NH:41][CH3:42])[CH2:29]1)[C:22]1[CH:27]=[CH:26][CH:25]=[CH:24][CH:23]=1.C(N(C(C)C)C(C)C)C. The catalyst is C(Cl)Cl. The product is [CH2:21]([N:28]1[CH2:32][C@@H:31]([C:33]2[CH:38]=[CH:37][C:36]([F:39])=[CH:35][C:34]=2[CH3:40])[C@H:30]([N:41]([CH3:42])[C:14](=[O:15])[C:13]([C:5]2[CH:4]=[C:3]([C:2]([F:20])([F:19])[F:1])[CH:8]=[C:7]([C:9]([F:12])([F:11])[F:10])[CH:6]=2)([CH3:18])[CH3:17])[CH2:29]1)[C:22]1[CH:27]=[CH:26][CH:25]=[CH:24][CH:23]=1. The yield is 0.540. (4) The reactants are [Cl:1][C:2]1[C:11]([CH2:12][C:13]#[N:14])=[CH:10][CH:9]=[CH:8][C:3]=1[C:4]([O:6][CH3:7])=[O:5].[H-].[Na+].Br[CH2:18][CH2:19][CH2:20]Br.O. The catalyst is CS(C)=O. The product is [Cl:1][C:2]1[C:11]([C:12]2([C:13]#[N:14])[CH2:20][CH2:19][CH2:18]2)=[CH:10][CH:9]=[CH:8][C:3]=1[C:4]([O:6][CH3:7])=[O:5]. The yield is 0.400. (5) The reactants are [C:1]([O:5][C@@H:6]([C:11]1[C:12]([CH3:27])=[N:13][C:14]2[N:15]([N:18]=[C:19]([C:21]3[CH:26]=[CH:25][CH:24]=[CH:23][CH:22]=3)[CH:20]=2)[C:16]=1Cl)[C:7]([O:9]C)=[O:8])([CH3:4])([CH3:3])[CH3:2].[CH2:28]1[C:32]2([CH2:36][CH2:35][CH2:34][CH2:33]2)[CH2:31][CH2:30][NH:29]1.C(N(CC)C(C)C)(C)C.[OH-].[Li+]. The catalyst is CN1C(=O)CCC1. The product is [C:1]([O:5][C@@H:6]([C:11]1[C:12]([CH3:27])=[N:13][C:14]2[N:15]([N:18]=[C:19]([C:21]3[CH:22]=[CH:23][CH:24]=[CH:25][CH:26]=3)[CH:20]=2)[C:16]=1[N:29]1[CH2:30][CH2:31][C:32]2([CH2:36][CH2:35][CH2:34][CH2:33]2)[CH2:28]1)[C:7]([OH:9])=[O:8])([CH3:3])([CH3:4])[CH3:2]. The yield is 0.270.